From a dataset of Reaction yield outcomes from USPTO patents with 853,638 reactions. Predict the reaction yield, written as a fraction of the theoretical maximum amount of product (1.0 means a 100% yield; for example, 0.34 means a 34% yield). (1) The reactants are [CH2:1]([O:3][C:4]([C:6]1[C:11]([C:12]2[O:13][CH:14]=[CH:15][CH:16]=2)=[C:10]([C:17]#[N:18])[C:9](=[S:19])[NH:8][C:7]=1[CH3:20])=[O:5])[CH3:2].C(O)C.Br[CH2:25][C:26]([C:28]1[CH:33]=[CH:32][C:31]([O:34][CH3:35])=[CH:30][CH:29]=1)=[O:27]. No catalyst specified. The product is [CH2:1]([O:3][C:4]([C:6]1[C:11]([C:12]2[O:13][CH:14]=[CH:15][CH:16]=2)=[C:10]2[C:17]([NH2:18])=[C:25]([C:26](=[O:27])[C:28]3[CH:33]=[CH:32][C:31]([O:34][CH3:35])=[CH:30][CH:29]=3)[S:19][C:9]2=[N:8][C:7]=1[CH3:20])=[O:5])[CH3:2]. The yield is 0.880. (2) The reactants are [N+:1]([CH2:4][C:5]1(O)[CH2:11][O:10][CH2:9][CH2:8][O:7][CH2:6]1)([O-:3])=[O:2].C(N(CC)CC)C.CS(Cl)(=O)=O. The catalyst is ClCCl. The product is [N+:1]([CH:4]=[C:5]1[CH2:6][O:7][CH2:8][CH2:9][O:10][CH2:11]1)([O-:3])=[O:2]. The yield is 0.770. (3) The product is [ClH:57].[C:21]([C:20]1[CH:23]=[CH:24][C:17]([C:3]2[N:4]=[N:5][C:6]([N:9]3[CH2:14][CH2:13][CH:12]([N:15]([CH3:16])[C:33](=[O:35])[C:32]4[C:27]([C:26]([F:25])([F:37])[F:36])=[CH:28][CH:29]=[N:30][CH:31]=4)[CH2:11][CH2:10]3)=[C:7]([CH3:8])[C:2]=2[CH3:1])=[CH:18][CH:19]=1)#[N:22]. The catalyst is O. The yield is 0.490. The reactants are [CH3:1][C:2]1[C:7]([CH3:8])=[C:6]([N:9]2[CH2:14][CH2:13][CH:12]([NH:15][CH3:16])[CH2:11][CH2:10]2)[N:5]=[N:4][C:3]=1[C:17]1[CH:24]=[CH:23][C:20]([C:21]#[N:22])=[CH:19][CH:18]=1.[F:25][C:26]([F:37])([F:36])[C:27]1[C:32]([C:33]([OH:35])=O)=[CH:31][N:30]=[CH:29][CH:28]=1.C(N(CC)CC)C.CCN=C=NCCCN(C)C.C(Cl)[Cl:57]. (4) The product is [C:1]1([CH:11]=[CH:13][C:14](=[O:15])[CH:16]=[CH:11][C:1]2[C:10]3[C:5](=[CH:6][CH:7]=[CH:8][CH:9]=3)[CH:4]=[CH:3][CH:2]=2)[C:10]2[C:5](=[CH:6][CH:7]=[CH:8][CH:9]=2)[CH:4]=[CH:3][CH:2]=1. The reactants are [C:1]1([CH:11]=O)[C:10]2[C:5](=[CH:6][CH:7]=[CH:8][CH:9]=2)[CH:4]=[CH:3][CH:2]=1.[CH3:13][C:14]([CH3:16])=[O:15].[OH-].[Na+].O. The catalyst is C(O)C. The yield is 0.380. (5) The reactants are [F:1][C:2]([F:17])([F:16])[C:3]1[CH:4]=[N:5][C:6]([C:9]2[CH:14]=[CH:13][NH:12][C:11](=[O:15])[CH:10]=2)=[N:7][CH:8]=1.Br[C:19]1[CH:20]=[CH:21][C:22]2[C:23]3[CH2:32][N:31]([C:33]([O:35][C:36]([CH3:39])([CH3:38])[CH3:37])=[O:34])[CH2:30][CH2:29][C:24]=3[N:25]([CH3:28])[C:26]=2[CH:27]=1. No catalyst specified. The product is [CH3:28][N:25]1[C:26]2[CH:27]=[C:19]([N:12]3[CH:13]=[CH:14][C:9]([C:6]4[N:7]=[CH:8][C:3]([C:2]([F:1])([F:16])[F:17])=[CH:4][N:5]=4)=[CH:10][C:11]3=[O:15])[CH:20]=[CH:21][C:22]=2[C:23]2[CH2:32][N:31]([C:33]([O:35][C:36]([CH3:39])([CH3:38])[CH3:37])=[O:34])[CH2:30][CH2:29][C:24]1=2. The yield is 0.390.